Task: Regression. Given two drug SMILES strings and cell line genomic features, predict the synergy score measuring deviation from expected non-interaction effect.. Dataset: NCI-60 drug combinations with 297,098 pairs across 59 cell lines Cell line: SF-268. Drug 2: C1=NC2=C(N=C(N=C2N1C3C(C(C(O3)CO)O)F)Cl)N. Drug 1: CC1=C2C(C(=O)C3(C(CC4C(C3C(C(C2(C)C)(CC1OC(=O)C(C(C5=CC=CC=C5)NC(=O)OC(C)(C)C)O)O)OC(=O)C6=CC=CC=C6)(CO4)OC(=O)C)OC)C)OC. Synergy scores: CSS=53.0, Synergy_ZIP=4.99, Synergy_Bliss=6.16, Synergy_Loewe=5.04, Synergy_HSA=11.1.